Dataset: Blood-brain barrier permeability regression values from the B3DB database. Task: Regression/Classification. Given a drug SMILES string, predict its absorption, distribution, metabolism, or excretion properties. Task type varies by dataset: regression for continuous measurements (e.g., permeability, clearance, half-life) or binary classification for categorical outcomes (e.g., BBB penetration, CYP inhibition). For this dataset (b3db_regression), we predict Y. (1) The molecule is CC(C)(C)C1=CN=C(O1)CSC2=CN=C(S2)NC(=O)C3CCNCC3. The Y is -0.0100 log(BB ratio). (2) The molecule is CC(CF)NC[C@@H](COC1=CC=CC2=C1C3=CC=CC=C3N2)O. The Y is 0.580 log(BB ratio). (3) The molecule is CC(C)CCOC(=O)C. The Y is 0.550 log(BB ratio). (4) The molecule is CCN1C(=NC(=C(C1=O)[N+](=O)[O-])N2CCC3=CC=CC=C3CC2)C. The Y is 0.0400 log(BB ratio). (5) The compound is CCCCCCCCCCCCCCCCCCOCC(COP(=O)([O-])OCC[N+](C)(C)C)OC. The Y is -0.700 log(BB ratio). (6) The molecule is CN(C)C1=C2C3=C(C(=O)N(C=N3)C4CCCCCC4)SC2=NC=C1. The Y is 0.430 log(BB ratio).